From a dataset of Reaction yield outcomes from USPTO patents with 853,638 reactions. Predict the reaction yield, written as a fraction of the theoretical maximum amount of product (1.0 means a 100% yield; for example, 0.34 means a 34% yield). (1) The reactants are [CH:1]1([N:6]2[CH2:16][CH2:15][C:14](=[O:17])[N:13]([CH3:18])[C:12]3[C:7]2=[N:8][C:9]([NH:19][C:20]2[CH:28]=[CH:27][C:23]([C:24](O)=[O:25])=[CH:22][C:21]=2[O:29][CH3:30])=[N:10][CH:11]=3)[CH2:5][CH2:4][CH2:3][CH2:2]1.CCN(C(C)C)C(C)C.CN(C(ON1N=NC2C=CC=NC1=2)=[N+](C)C)C.F[P-](F)(F)(F)(F)F.[NH2:64][CH:65]1[CH2:70][CH2:69][N:68]([CH2:71][CH2:72][CH3:73])[CH2:67][CH2:66]1. The catalyst is CC(N(C)C)=O.CO. The product is [CH:1]1([N:6]2[CH2:16][CH2:15][C:14](=[O:17])[N:13]([CH3:18])[C:12]3[C:7]2=[N:8][C:9]([NH:19][C:20]2[CH:28]=[CH:27][C:23]([C:24]([NH:64][CH:65]4[CH2:70][CH2:69][N:68]([CH2:71][CH2:72][CH3:73])[CH2:67][CH2:66]4)=[O:25])=[CH:22][C:21]=2[O:29][CH3:30])=[N:10][CH:11]=3)[CH2:5][CH2:4][CH2:3][CH2:2]1. The yield is 0.650. (2) The reactants are N[C:2]1[S:3][C:4]2[CH:10]=[C:9]([C:11]([O:13][CH2:14][CH3:15])=[O:12])[CH:8]=[CH:7][C:5]=2[N:6]=1.N(OCCCCC)=O. The catalyst is O1CCCC1. The product is [S:3]1[C:4]2[CH:10]=[C:9]([C:11]([O:13][CH2:14][CH3:15])=[O:12])[CH:8]=[CH:7][C:5]=2[N:6]=[CH:2]1. The yield is 0.700. (3) The reactants are [Cl:1][C:2]1[CH:3]=[C:4]([OH:9])[CH:5]=[CH:6][C:7]=1[Cl:8].F[C:11]1[CH:16]=[CH:15][C:14]([N+:17]([O-:19])=[O:18])=[CH:13][C:12]=1[O:20][CH3:21].C(=O)([O-])[O-].[K+].[K+]. The catalyst is CN(C)C=O.O. The product is [Cl:8][C:7]1[CH:6]=[CH:5][C:4]([O:9][C:11]2[CH:16]=[CH:15][C:14]([N+:17]([O-:19])=[O:18])=[CH:13][C:12]=2[O:20][CH3:21])=[CH:3][C:2]=1[Cl:1]. The yield is 0.820. (4) The reactants are [Br:1][C:2]1[N:3]=[CH:4][NH:5][CH:6]=1.[C:7](O[C:7]([O:9][C:10]([CH3:13])([CH3:12])[CH3:11])=[O:8])([O:9][C:10]([CH3:13])([CH3:12])[CH3:11])=[O:8]. The catalyst is C1COCC1.CN(C1C=CN=CC=1)C. The product is [C:10]([O:9][C:7]([N:5]1[CH:6]=[C:2]([Br:1])[N:3]=[CH:4]1)=[O:8])([CH3:13])([CH3:12])[CH3:11]. The yield is 0.850. (5) The reactants are [H-].[Na+].[C:3](=[O:8])([O:6][CH3:7])OC.[CH3:9][O:10][C:11](=[O:19])[CH2:12][C:13]1[S:14][CH:15]=[CH:16][C:17]=1[CH3:18].Cl. The catalyst is C1(C)C=CC=CC=1.CO. The product is [CH3:18][C:17]1[CH:16]=[CH:15][S:14][C:13]=1[CH:12]([C:3]([O:6][CH3:7])=[O:8])[C:11]([O:10][CH3:9])=[O:19]. The yield is 0.880. (6) The reactants are [F:1][C:2]1[CH:7]=[C:6]([O:8][CH2:9][C:10]2[CH:15]=[CH:14][C:13]([F:16])=[CH:12][CH:11]=2)[CH:5]=[CH:4][C:3]=1[NH2:17].Cl.[C:19]([NH:26][CH2:27][C:28](O)=[O:29])([O:21][C:22]([CH3:25])([CH3:24])[CH3:23])=[O:20].C1(N=C=NC2CCCCC2)CCCCC1.N1C=CC=CC=1.C(=O)([O-])O.[Na+]. The catalyst is C(OCC)(=O)C. The product is [C:22]([O:21][C:19](=[O:20])[NH:26][CH2:27][C:28](=[O:29])[NH:17][C:3]1[CH:4]=[CH:5][C:6]([O:8][CH2:9][C:10]2[CH:15]=[CH:14][C:13]([F:16])=[CH:12][CH:11]=2)=[CH:7][C:2]=1[F:1])([CH3:25])([CH3:23])[CH3:24]. The yield is 0.460.